Dataset: NCI-60 drug combinations with 297,098 pairs across 59 cell lines. Task: Regression. Given two drug SMILES strings and cell line genomic features, predict the synergy score measuring deviation from expected non-interaction effect. (1) Drug 1: CC(C)(C#N)C1=CC(=CC(=C1)CN2C=NC=N2)C(C)(C)C#N. Drug 2: C1=NC2=C(N1)C(=S)N=CN2. Cell line: SNB-75. Synergy scores: CSS=17.8, Synergy_ZIP=-4.94, Synergy_Bliss=3.83, Synergy_Loewe=-1.33, Synergy_HSA=1.46. (2) Drug 1: CC1=C(C(CCC1)(C)C)C=CC(=CC=CC(=CC(=O)O)C)C. Drug 2: CN(CCCl)CCCl.Cl. Cell line: PC-3. Synergy scores: CSS=5.77, Synergy_ZIP=0.976, Synergy_Bliss=-2.72, Synergy_Loewe=-12.4, Synergy_HSA=-6.01. (3) Drug 1: C1CNP(=O)(OC1)N(CCCl)CCCl. Drug 2: N.N.Cl[Pt+2]Cl. Cell line: COLO 205. Synergy scores: CSS=16.2, Synergy_ZIP=-7.07, Synergy_Bliss=2.31, Synergy_Loewe=-6.25, Synergy_HSA=3.91. (4) Drug 1: C1CNP(=O)(OC1)N(CCCl)CCCl. Drug 2: C(CCl)NC(=O)N(CCCl)N=O. Cell line: SNB-75. Synergy scores: CSS=1.90, Synergy_ZIP=-1.47, Synergy_Bliss=-1.71, Synergy_Loewe=-0.667, Synergy_HSA=-0.742. (5) Drug 1: CC1OCC2C(O1)C(C(C(O2)OC3C4COC(=O)C4C(C5=CC6=C(C=C35)OCO6)C7=CC(=C(C(=C7)OC)O)OC)O)O. Drug 2: C1=CC(=CC=C1C#N)C(C2=CC=C(C=C2)C#N)N3C=NC=N3. Cell line: BT-549. Synergy scores: CSS=30.2, Synergy_ZIP=2.13, Synergy_Bliss=3.00, Synergy_Loewe=-8.29, Synergy_HSA=2.10. (6) Drug 1: CS(=O)(=O)OCCCCOS(=O)(=O)C. Drug 2: CC1=C(C(=O)C2=C(C1=O)N3CC4C(C3(C2COC(=O)N)OC)N4)N. Cell line: T-47D. Synergy scores: CSS=11.5, Synergy_ZIP=0.219, Synergy_Bliss=7.46, Synergy_Loewe=-10.4, Synergy_HSA=-0.221. (7) Drug 1: CC12CCC3C(C1CCC2=O)CC(=C)C4=CC(=O)C=CC34C. Drug 2: CCC1(CC2CC(C3=C(CCN(C2)C1)C4=CC=CC=C4N3)(C5=C(C=C6C(=C5)C78CCN9C7C(C=CC9)(C(C(C8N6C=O)(C(=O)OC)O)OC(=O)C)CC)OC)C(=O)OC)O.OS(=O)(=O)O. Cell line: MALME-3M. Synergy scores: CSS=15.6, Synergy_ZIP=1.80, Synergy_Bliss=4.40, Synergy_Loewe=-3.60, Synergy_HSA=2.04. (8) Drug 1: CC1C(C(CC(O1)OC2CC(CC3=C2C(=C4C(=C3O)C(=O)C5=C(C4=O)C(=CC=C5)OC)O)(C(=O)CO)O)N)O.Cl. Drug 2: CS(=O)(=O)OCCCCOS(=O)(=O)C. Cell line: DU-145. Synergy scores: CSS=0.639, Synergy_ZIP=0.375, Synergy_Bliss=0.247, Synergy_Loewe=-3.51, Synergy_HSA=-3.21. (9) Synergy scores: CSS=58.7, Synergy_ZIP=1.09, Synergy_Bliss=1.81, Synergy_Loewe=-32.6, Synergy_HSA=2.66. Drug 2: CC1C(C(CC(O1)OC2CC(CC3=C2C(=C4C(=C3O)C(=O)C5=C(C4=O)C(=CC=C5)OC)O)(C(=O)CO)O)N)O.Cl. Cell line: HCT116. Drug 1: CCC1=C2CN3C(=CC4=C(C3=O)COC(=O)C4(CC)O)C2=NC5=C1C=C(C=C5)O.